This data is from Full USPTO retrosynthesis dataset with 1.9M reactions from patents (1976-2016). The task is: Predict the reactants needed to synthesize the given product. (1) Given the product [CH2:1]([C:3]1[CH:8]=[CH:7][C:6]([CH:9]2[CH2:10][CH:11]([C:23]3[O:24][N:34]=[C:32]([C:30]4[S:31][C:27]([F:26])=[CH:28][CH:29]=4)[N:33]=3)[CH2:12][N:13]([C:15]([N:17]3[CH2:18][CH2:19][O:20][CH2:21][CH2:22]3)=[O:16])[CH2:14]2)=[CH:5][CH:4]=1)[CH3:2], predict the reactants needed to synthesize it. The reactants are: [CH2:1]([C:3]1[CH:8]=[CH:7][C:6]([CH:9]2[CH2:14][N:13]([C:15]([N:17]3[CH2:22][CH2:21][O:20][CH2:19][CH2:18]3)=[O:16])[CH2:12][CH:11]([C:23](O)=[O:24])[CH2:10]2)=[CH:5][CH:4]=1)[CH3:2].[F:26][C:27]1[S:31][C:30]([C:32](=[N:34]O)[NH2:33])=[CH:29][CH:28]=1. (2) Given the product [ClH:30].[C:1]([C:5]1[CH:6]=[C:7]([C:11]2[NH:15][C:14]3[CH:16]=[CH:17][C:18]([C:20]4[CH:25]=[CH:24][CH:23]=[CH:22][C:21]=4[O:26][CH:27]([F:28])[F:29])=[CH:19][C:13]=3[N:12]=2)[N:8]([CH3:10])[N:9]=1)([CH3:4])([CH3:2])[CH3:3], predict the reactants needed to synthesize it. The reactants are: [C:1]([C:5]1[CH:6]=[C:7]([C:11]2[NH:15][C:14]3[CH:16]=[CH:17][C:18]([C:20]4[CH:25]=[CH:24][CH:23]=[CH:22][C:21]=4[O:26][CH:27]([F:29])[F:28])=[CH:19][C:13]=3[N:12]=2)[N:8]([CH3:10])[N:9]=1)([CH3:4])([CH3:3])[CH3:2].[ClH:30].CCOCC. (3) Given the product [F:1][C:2]1[C:10]([F:11])=[CH:9][C:5]([C:6]([OH:8])=[O:7])=[C:4]([NH:12][CH2:17][CH:18]([CH3:20])[CH3:19])[CH:3]=1, predict the reactants needed to synthesize it. The reactants are: [F:1][C:2]1[CH:3]=[C:4]([NH2:12])[C:5](=[CH:9][C:10]=1[F:11])[C:6]([OH:8])=[O:7].ClCCCl.[CH:17](=O)[CH:18]([CH3:20])[CH3:19].C(O[BH-](OC(=O)C)OC(=O)C)(=O)C.[Na+]. (4) Given the product [Cl:7][Si:4]1([O:14][CH2:13][C:12]([O:16][CH2:17][C:18]2[CH:23]=[CH:22][CH:21]=[CH:20][CH:19]=2)=[O:15])[CH2:5][CH2:1][CH2:2][CH2:3]1, predict the reactants needed to synthesize it. The reactants are: [CH2:1]1[CH2:5][Si:4]([Cl:7])(Cl)[CH2:3][CH2:2]1.NC(N)=O.[C:12]([O:16][CH2:17][C:18]1[CH:23]=[CH:22][CH:21]=[CH:20][CH:19]=1)(=[O:15])[CH2:13][OH:14]. (5) Given the product [Cl:8][C:4]1[CH:5]=[CH:6][CH:7]=[C:2]([Cl:1])[C:3]=1[C:9]1[C:13]([CH2:14][O:15][C:16]2[CH:21]=[CH:20][C:19]([C:22]3[CH:34]=[CH:33][C:25]4[C:26]([C:29]([OH:31])=[O:30])=[CH:27][S:28][C:24]=4[CH:23]=3)=[CH:18][CH:17]=2)=[C:12]([CH:35]([CH3:37])[CH3:36])[O:11][N:10]=1, predict the reactants needed to synthesize it. The reactants are: [Cl:1][C:2]1[CH:7]=[CH:6][CH:5]=[C:4]([Cl:8])[C:3]=1[C:9]1[C:13]([CH2:14][O:15][C:16]2[CH:21]=[CH:20][C:19]([C:22]3[CH:34]=[CH:33][C:25]4[C:26]([C:29]([O:31]C)=[O:30])=[CH:27][S:28][C:24]=4[CH:23]=3)=[CH:18][CH:17]=2)=[C:12]([CH:35]([CH3:37])[CH3:36])[O:11][N:10]=1.[OH-].[Li+].CO.